The task is: Regression. Given a peptide amino acid sequence and an MHC pseudo amino acid sequence, predict their binding affinity value. This is MHC class II binding data.. This data is from Peptide-MHC class II binding affinity with 134,281 pairs from IEDB. The peptide sequence is RLTGEQSRIFEQEVW. The MHC is DRB1_0101 with pseudo-sequence DRB1_0101. The binding affinity (normalized) is 0.375.